From a dataset of Reaction yield outcomes from USPTO patents with 853,638 reactions. Predict the reaction yield, written as a fraction of the theoretical maximum amount of product (1.0 means a 100% yield; for example, 0.34 means a 34% yield). (1) The product is [Br:17][C:18]1[CH:25]=[CH:24][CH:23]=[C:22]([N:10]2[N:9]=[CH:8][C:7]3[C:12](=[C:13]([F:15])[CH:14]=[C:5]([C:1]([CH3:4])([CH3:2])[CH3:3])[CH:6]=3)[C:11]2=[O:16])[C:19]=1[CH:20]=[O:21]. The yield is 0.570. The reactants are [C:1]([C:5]1[CH:6]=[C:7]2[C:12](=[C:13]([F:15])[CH:14]=1)[C:11](=[O:16])[NH:10][N:9]=[CH:8]2)([CH3:4])([CH3:3])[CH3:2].[Br:17][C:18]1[CH:25]=[CH:24][CH:23]=[C:22](F)[C:19]=1[CH:20]=[O:21].C(=O)([O-])[O-].[Cs+].[Cs+].CO[Si](C)(C)C. The catalyst is CN(C=O)C.O. (2) The catalyst is CO.CCCCCCC.CCOC(C)=O. The product is [F:1][C:2]1([F:25])[CH2:5][CH:4]([CH2:6][O:7][C:8]2[CH:16]=[C:15]3[C:11]([CH2:12][C:13]4([C:14]53[NH:40][C:39](=[S:41])[C:38]([CH3:42])=[N:17]5)[CH2:22][CH2:21][CH:20]([O:23][CH3:24])[CH2:19][CH2:18]4)=[CH:10][CH:9]=2)[CH2:3]1. The yield is 0.120. The reactants are [F:1][C:2]1([F:25])[CH2:5][CH:4]([CH2:6][O:7][C:8]2[CH:16]=[C:15]3[C:11]([CH2:12][C:13]4([CH2:22][CH2:21][CH:20]([O:23][CH3:24])[CH2:19][CH2:18]4)[C:14]3=[NH:17])=[CH:10][CH:9]=2)[CH2:3]1.C(OC)(OC)OC.CC(O)C.O=[C:38]([CH3:42])[C:39](=[S:41])[NH2:40]. (3) The reactants are [Si:1](Cl)([C:4]([CH3:7])([CH3:6])[CH3:5])([CH3:3])[CH3:2].[F:9][C:10]1([F:31])[C@H:14]([OH:15])[C@@H:13]([CH2:16][OH:17])[O:12][C@H:11]1[N:18]1[CH:23]=[CH:22][C:21]([NH:24][C:25]([O:27][CH2:28][CH3:29])=[O:26])=[N:20][C:19]1=[O:30]. The catalyst is N1C=CC=CC=1.O. The product is [Si:1]([O:17][CH2:16][C@H:13]1[O:12][C@@H:11]([N:18]2[CH:23]=[CH:22][C:21]([NH:24][C:25]([O:27][CH2:28][CH3:29])=[O:26])=[N:20][C:19]2=[O:30])[C:10]([F:31])([F:9])[C@@H:14]1[OH:15])([C:4]([CH3:7])([CH3:6])[CH3:5])([CH3:3])[CH3:2]. The yield is 0.760. (4) The reactants are C([O:3][C:4](=O)[CH2:5][CH2:6][C:7]([F:16])([F:15])[CH2:8][CH2:9][C:10](OCC)=[O:11])C.[H-].[H-].[H-].[H-].[Li+].[Al+3].O.[OH-].[Na+]. The catalyst is C(OCC)C.C(OCC)(=O)C. The product is [F:15][C:7]([F:16])([CH2:8][CH2:9][CH2:10][OH:11])[CH2:6][CH2:5][CH2:4][OH:3]. The yield is 0.680.